From a dataset of NCI-60 drug combinations with 297,098 pairs across 59 cell lines. Regression. Given two drug SMILES strings and cell line genomic features, predict the synergy score measuring deviation from expected non-interaction effect. (1) Drug 1: CC1=CC2C(CCC3(C2CCC3(C(=O)C)OC(=O)C)C)C4(C1=CC(=O)CC4)C. Drug 2: C1=CC=C(C(=C1)C(C2=CC=C(C=C2)Cl)C(Cl)Cl)Cl. Cell line: KM12. Synergy scores: CSS=7.36, Synergy_ZIP=-0.397, Synergy_Bliss=4.22, Synergy_Loewe=5.27, Synergy_HSA=4.68. (2) Drug 1: CC1=C(C(CCC1)(C)C)C=CC(=CC=CC(=CC(=O)O)C)C. Drug 2: CS(=O)(=O)CCNCC1=CC=C(O1)C2=CC3=C(C=C2)N=CN=C3NC4=CC(=C(C=C4)OCC5=CC(=CC=C5)F)Cl. Cell line: SNB-19. Synergy scores: CSS=-9.01, Synergy_ZIP=6.11, Synergy_Bliss=6.67, Synergy_Loewe=-8.90, Synergy_HSA=-8.40. (3) Drug 1: CC1=C(C=C(C=C1)NC2=NC=CC(=N2)N(C)C3=CC4=NN(C(=C4C=C3)C)C)S(=O)(=O)N.Cl. Drug 2: CC1=C2C(C(=O)C3(C(CC4C(C3C(C(C2(C)C)(CC1OC(=O)C(C(C5=CC=CC=C5)NC(=O)OC(C)(C)C)O)O)OC(=O)C6=CC=CC=C6)(CO4)OC(=O)C)OC)C)OC. Cell line: UACC62. Synergy scores: CSS=42.1, Synergy_ZIP=10.4, Synergy_Bliss=9.39, Synergy_Loewe=-25.5, Synergy_HSA=9.56. (4) Drug 1: CC1=C(C(=CC=C1)Cl)NC(=O)C2=CN=C(S2)NC3=CC(=NC(=N3)C)N4CCN(CC4)CCO. Drug 2: CC1=C(C(=O)C2=C(C1=O)N3CC4C(C3(C2COC(=O)N)OC)N4)N. Cell line: NCI-H322M. Synergy scores: CSS=-6.82, Synergy_ZIP=2.04, Synergy_Bliss=-1.41, Synergy_Loewe=-11.3, Synergy_HSA=-8.26. (5) Drug 1: CN(CC1=CN=C2C(=N1)C(=NC(=N2)N)N)C3=CC=C(C=C3)C(=O)NC(CCC(=O)O)C(=O)O. Drug 2: CC(C)NC(=O)C1=CC=C(C=C1)CNNC.Cl. Cell line: A549. Synergy scores: CSS=23.9, Synergy_ZIP=0.219, Synergy_Bliss=0.127, Synergy_Loewe=-54.9, Synergy_HSA=-1.07. (6) Drug 1: CN(C)C1=NC(=NC(=N1)N(C)C)N(C)C. Drug 2: C1=NNC2=C1C(=O)NC=N2. Cell line: OVCAR-4. Synergy scores: CSS=10.2, Synergy_ZIP=0.784, Synergy_Bliss=1.53, Synergy_Loewe=-4.40, Synergy_HSA=-1.68. (7) Drug 1: CNC(=O)C1=CC=CC=C1SC2=CC3=C(C=C2)C(=NN3)C=CC4=CC=CC=N4. Drug 2: C1=NC2=C(N=C(N=C2N1C3C(C(C(O3)CO)O)F)Cl)N. Cell line: HL-60(TB). Synergy scores: CSS=49.1, Synergy_ZIP=-3.79, Synergy_Bliss=-9.54, Synergy_Loewe=-32.8, Synergy_HSA=-10.2.